Dataset: Catalyst prediction with 721,799 reactions and 888 catalyst types from USPTO. Task: Predict which catalyst facilitates the given reaction. (1) Reactant: [N+:1]([C:4]1[CH:9]=[CH:8][C:7]([S:10]([CH3:13])(=[NH:12])=[O:11])=[CH:6][CH:5]=1)([O-:3])=[O:2].[H-].[Na+].[N:16]1([C:22](Cl)=[O:23])[CH2:21][CH2:20][O:19][CH2:18][CH2:17]1. Product: [N+:1]([C:4]1[CH:5]=[CH:6][C:7]([S:10]([CH3:13])(=[N:12][C:22]([N:16]2[CH2:21][CH2:20][O:19][CH2:18][CH2:17]2)=[O:23])=[O:11])=[CH:8][CH:9]=1)([O-:3])=[O:2]. The catalyst class is: 9. (2) Reactant: CC(C)([O-])C.[K+].[Cl:7][C:8]1[CH:9]=[N:10][CH:11]=[C:12]([OH:14])[CH:13]=1.[CH2:15]([NH:17][C:18](=[O:29])[C:19]1[CH:24]=[C:23]([N+:25]([O-:27])=[O:26])[CH:22]=[CH:21][C:20]=1Cl)[CH3:16].O. Product: [CH2:15]([NH:17][C:18](=[O:29])[C:19]1[CH:24]=[C:23]([N+:25]([O-:27])=[O:26])[CH:22]=[CH:21][C:20]=1[O:14][C:12]1[CH:13]=[C:8]([Cl:7])[CH:9]=[N:10][CH:11]=1)[CH3:16]. The catalyst class is: 116. (3) Reactant: [CH3:1][C:2]1([CH3:8])[CH2:7][CH2:6][CH2:5][NH:4][CH2:3]1.[OH-].[Na+].[Br:11][CH2:12][C:13](Cl)=[O:14]. Product: [Br:11][CH2:12][C:13]([N:4]1[CH2:5][CH2:6][CH2:7][C:2]([CH3:8])([CH3:1])[CH2:3]1)=[O:14]. The catalyst class is: 4.